This data is from Reaction yield outcomes from USPTO patents with 853,638 reactions. The task is: Predict the reaction yield, written as a fraction of the theoretical maximum amount of product (1.0 means a 100% yield; for example, 0.34 means a 34% yield). (1) The yield is 0.360. The catalyst is ClCCl. The product is [CH3:2][N:1]1[C:10]2[CH:5]=[CH:6][CH:7]=[CH:8][C:9]=2[N:11]=[C:37]1[CH2:39][N:11]([CH:9]1[C:10]2[N:1]=[CH:2][CH:3]=[CH:4][C:5]=2[CH2:6][CH2:7][CH2:8]1)[CH2:12][CH2:13][CH2:14][CH2:15][N:16]1[C:24](=[O:25])[C:23]2[C:18](=[CH:19][CH:20]=[CH:21][CH:22]=2)[C:17]1=[O:26]. The reactants are [N:1]1[C:10]2[CH:9]([NH:11][CH2:12][CH2:13][CH2:14][CH2:15][N:16]3[C:24](=[O:25])[C:23]4[C:18](=[CH:19][CH:20]=[CH:21][CH:22]=4)[C:17]3=[O:26])[CH2:8][CH2:7][CH2:6][C:5]=2[CH:4]=[CH:3][CH:2]=1.[BH-](O[C:37]([CH3:39])=O)(OC(C)=O)OC(C)=O.[Na+]. (2) The reactants are O[CH2:2][C:3]1[CH:12]=[N:11][C:10]2[N:9]3[CH2:13][CH2:14][C@H:8]3[C:7](=[O:15])[NH:6][C:5]=2[CH:4]=1.[N:16]1([C:22]2[CH:29]=[CH:28][C:25]([C:26]#[N:27])=[CH:24][CH:23]=2)[CH2:21][CH2:20][NH:19][CH2:18][CH2:17]1.[I-].C(C[P+](C)(C)C)#N.C(N(CC)C(C)C)(C)C. The catalyst is C(#N)CC.CO. The product is [O:15]=[C:7]1[NH:6][C:5]2[CH:4]=[C:3]([CH2:2][N:19]3[CH2:18][CH2:17][N:16]([C:22]4[CH:23]=[CH:24][C:25]([C:26]#[N:27])=[CH:28][CH:29]=4)[CH2:21][CH2:20]3)[CH:12]=[N:11][C:10]=2[N:9]2[CH2:13][CH2:14][C@@H:8]12. The yield is 0.0625. (3) The reactants are [CH3:1][C@H:2]1[CH2:11][C@@H:10]([NH:12][C:13]([O:15][CH:16]([CH3:18])[CH3:17])=[O:14])[C:9]2[C:4](=[CH:5][CH:6]=[C:7]([N:19]3[CH:23]=[C:22]([C:24]([O:26][CH2:27][CH3:28])=[O:25])[N:21]=[CH:20]3)[CH:8]=2)[NH:3]1.[C:29](OC(=O)C)(=[O:31])[CH3:30]. No catalyst specified. The product is [C:29]([N:3]1[C:4]2[C:9](=[CH:8][C:7]([N:19]3[CH:23]=[C:22]([C:24]([O:26][CH2:27][CH3:28])=[O:25])[N:21]=[CH:20]3)=[CH:6][CH:5]=2)[C@H:10]([NH:12][C:13]([O:15][CH:16]([CH3:17])[CH3:18])=[O:14])[CH2:11][C@@H:2]1[CH3:1])(=[O:31])[CH3:30]. The yield is 0.980. (4) The reactants are [Br:1][C:2]1[CH:3]=[N:4][CH:5]=[C:6](Br)[CH:7]=1.C([O-])([O-])=O.[K+].[K+].[CH3:15][N:16](Cl)[CH3:17]. The catalyst is CN(C=O)C. The product is [Br:1][C:2]1[CH:7]=[C:6]([N:16]([CH3:17])[CH3:15])[CH:5]=[N:4][CH:3]=1. The yield is 0.880. (5) The reactants are [C:1]([C:5]1[C:13]2[C:8](=[CH:9][CH:10]=[C:11]([N+:14]([O-])=O)[CH:12]=2)[NH:7][CH:6]=1)([CH3:4])([CH3:3])[CH3:2]. The catalyst is CO.[Ni]. The product is [C:1]([C:5]1[C:13]2[C:8](=[CH:9][CH:10]=[C:11]([NH2:14])[CH:12]=2)[NH:7][CH:6]=1)([CH3:4])([CH3:2])[CH3:3]. The yield is 0.190. (6) The reactants are FC(S([O:8][Si:9]([CH3:12])([CH3:11])[CH3:10])(=O)=O)(F)F.[C:13]([O:18][CH2:19][CH3:20])(=[O:17])[C:14]([CH3:16])=O.C(N(C(C)C)CC)(C)C. The catalyst is C(Cl)Cl. The product is [CH2:19]([O:18][C:13](=[O:17])[C:14]([O:8][Si:9]([CH3:12])([CH3:11])[CH3:10])=[CH2:16])[CH3:20]. The yield is 0.900. (7) The catalyst is CO. The yield is 0.640. The reactants are [F:1][C:2]1[C:10]2[CH2:9][CH2:8][CH2:7][CH2:6][C:5]=2[N:4]2[CH2:11][CH2:12][N:13]([C:16]3[N:23]=[CH:22][CH:21]=[C:20]([C:24]4[CH:29]=[C:28]([NH:30][C:31]5[CH:36]=[CH:35][C:34]([N:37]6[CH2:42][CH2:41][N:40]([CH:43]7[CH2:46][O:45][CH2:44]7)[CH2:39][C@@H:38]6[CH3:47])=[CH:33][N:32]=5)[C:27](=[O:48])[N:26]([CH3:49])[CH:25]=4)[C:17]=3[CH:18]=[O:19])[C:14](=[O:15])[C:3]=12.[BH4-].[Na+]. The product is [F:1][C:2]1[C:10]2[CH2:9][CH2:8][CH2:7][CH2:6][C:5]=2[N:4]2[CH2:11][CH2:12][N:13]([C:16]3[C:17]([CH2:18][OH:19])=[C:20]([C:24]4[CH:29]=[C:28]([NH:30][C:31]5[CH:36]=[CH:35][C:34]([N:37]6[CH2:42][CH2:41][N:40]([CH:43]7[CH2:44][O:45][CH2:46]7)[CH2:39][C@@H:38]6[CH3:47])=[CH:33][N:32]=5)[C:27](=[O:48])[N:26]([CH3:49])[CH:25]=4)[CH:21]=[CH:22][N:23]=3)[C:14](=[O:15])[C:3]=12. (8) The reactants are [F:1][C:2]1[CH:10]=[C:9]([CH3:11])[C:5]([C:6]([OH:8])=[O:7])=[C:4]([I:12])[CH:3]=1.[C:13]([O-])([O-])=O.[K+].[K+].CI. The catalyst is CC(C)=O. The product is [CH3:13][O:7][C:6](=[O:8])[C:5]1[C:9]([CH3:11])=[CH:10][C:2]([F:1])=[CH:3][C:4]=1[I:12]. The yield is 0.120.